Dataset: Catalyst prediction with 721,799 reactions and 888 catalyst types from USPTO. Task: Predict which catalyst facilitates the given reaction. (1) Reactant: [OH:1][C:2]1[C:11]2[C:6](=[CH:7][CH:8]=[CH:9][CH:10]=2)[C:5](=[O:12])[N:4]([C:13]2[CH:18]=[CH:17][C:16](I)=[CH:15][CH:14]=2)[N:3]=1.[C:20]1(B(O)O)[CH:25]=[CH:24][CH:23]=[CH:22][CH:21]=1.[F-].[K+]. Product: [C:16]1([C:20]2[CH:25]=[CH:24][CH:23]=[CH:22][CH:21]=2)[CH:17]=[CH:18][C:13]([N:4]2[N:3]=[C:2]([OH:1])[C:11]3[C:6](=[CH:7][CH:8]=[CH:9][CH:10]=3)[C:5]2=[O:12])=[CH:14][CH:15]=1. The catalyst class is: 19. (2) Reactant: [CH3:1][C@H:2]([NH:7][C:8]([C:10]1[C:18]2[C:13](=[N:14][CH:15]=[C:16]([C:19]3[S:20][C:21]([CH:24]=[O:25])=[CH:22][CH:23]=3)[N:17]=2)[N:12]([CH2:26][O:27][CH2:28][CH2:29][Si:30]([CH3:33])([CH3:32])[CH3:31])[CH:11]=1)=[O:9])[C:3]([CH3:6])([CH3:5])[CH3:4].S(=O)(=O)([OH:36])N.Cl([O-])=O.[Na+].OP([O-])(O)=O.[K+]. The catalyst class is: 38. Product: [CH3:1][C@H:2]([NH:7][C:8]([C:10]1[C:18]2[C:13](=[N:14][CH:15]=[C:16]([C:19]3[S:20][C:21]([C:24]([OH:36])=[O:25])=[CH:22][CH:23]=3)[N:17]=2)[N:12]([CH2:26][O:27][CH2:28][CH2:29][Si:30]([CH3:33])([CH3:31])[CH3:32])[CH:11]=1)=[O:9])[C:3]([CH3:6])([CH3:5])[CH3:4]. (3) The catalyst class is: 196. Reactant: [Br:1][C:2]1[CH:3]=[C:4]([C:8]2([O:22][CH2:23][CH:24]3[CH2:26][CH2:25]3)[CH2:13][CH2:12][C:11]([C:16]3[CH:21]=[CH:20][CH:19]=[CH:18][CH:17]=3)([C:14]#N)[CH2:10][CH2:9]2)[CH:5]=[CH:6][CH:7]=1.[OH-:27].[K+].[OH2:29].S([O-])(O)(=O)=O.[Na+]. Product: [Br:1][C:2]1[CH:3]=[C:4]([C:8]2([O:22][CH2:23][CH:24]3[CH2:26][CH2:25]3)[CH2:13][CH2:12][C:11]([C:16]3[CH:21]=[CH:20][CH:19]=[CH:18][CH:17]=3)([C:14]([OH:29])=[O:27])[CH2:10][CH2:9]2)[CH:5]=[CH:6][CH:7]=1. (4) Reactant: [NH:1]1[C:9]2[C:4](=[CH:5][CH:6]=[CH:7][CH:8]=2)[C:3]([C:10]([O:12][CH3:13])=[O:11])=[CH:2]1.C1N2CCN(CC2)C1.ClN1C(=O)CCC1=O.[CH2:30]([OH:34])[CH2:31][CH2:32][OH:33].CS(O)(=O)=O. Product: [OH:33][CH2:32][CH2:31][CH2:30][O:34][C:2]1[NH:1][C:9]2[C:4]([C:3]=1[C:10]([O:12][CH3:13])=[O:11])=[CH:5][CH:6]=[CH:7][CH:8]=2. The catalyst class is: 452. (5) Reactant: [C:1]([O:5][C:6]([N:8]1[CH2:12][CH2:11][CH:10](O)[CH2:9]1)=[O:7])([CH3:4])([CH3:3])[CH3:2].C1(P(C2C=CC=CC=2)C2C=CC=CC=2)C=CC=CC=1.[I:33]I.N1C=CN=C1. Product: [C:1]([O:5][C:6]([N:8]1[CH2:12][CH2:11][CH:10]([I:33])[CH2:9]1)=[O:7])([CH3:4])([CH3:3])[CH3:2]. The catalyst class is: 2. (6) The catalyst class is: 1. Product: [CH2:1]([O:9][C:10]1[C:11]([F:19])=[C:12]([F:18])[C:13]([C:31]([OH:33])=[O:32])=[C:14]([F:17])[C:15]=1[F:16])[CH2:2][CH2:3][CH2:4][CH2:5][CH2:6][CH2:7][CH3:8]. Reactant: [CH2:1]([O:9][C:10]1[C:15]([F:16])=[C:14]([F:17])[CH:13]=[C:12]([F:18])[C:11]=1[F:19])[CH2:2][CH2:3][CH2:4][CH2:5][CH2:6][CH2:7][CH3:8].C([Li])CCC.CCCCCC.[C:31](=[O:33])=[O:32].Cl. (7) Reactant: C[N:2]([C:4](F)(F)[CH:5]([F:7])[F:6])C.[F:10][C:11]([F:21])([F:20])[C:12](=O)[CH2:13][C:14]([O:16][CH2:17][CH3:18])=[O:15].[CH3:22][NH:23]N. Product: [CH2:17]([O:16][C:14]([C:13]1[C:4]([CH:5]([F:7])[F:6])=[N:2][N:23]([CH3:22])[C:12]=1[C:11]([F:21])([F:20])[F:10])=[O:15])[CH3:18]. The catalyst class is: 10.